This data is from Forward reaction prediction with 1.9M reactions from USPTO patents (1976-2016). The task is: Predict the product of the given reaction. (1) Given the reactants [OH:1][CH:2]([C:17]1[N:18]=[CH:19][N:20]([C:22]([C:35]2[CH:40]=[CH:39][CH:38]=[CH:37][CH:36]=2)([C:29]2[CH:34]=[CH:33][CH:32]=[CH:31][CH:30]=2)[C:23]2[CH:28]=[CH:27][CH:26]=[CH:25][CH:24]=2)[CH:21]=1)[C:3]1[CH:4]=[C:5]2[C:10](=[CH:11][CH:12]=1)[CH:9]=[C:8]([C:13]([NH:15][CH3:16])=[O:14])[CH:7]=[CH:6]2.CN(C)C(=O)C.C(OC(C)C)(C)C, predict the reaction product. The product is: [CH3:16][NH:15][C:13]([C:8]1[CH:7]=[CH:6][C:5]2[C:10](=[CH:11][CH:12]=[C:3]([C:2]([C:17]3[N:18]=[CH:19][N:20]([C:22]([C:23]4[CH:28]=[CH:27][CH:26]=[CH:25][CH:24]=4)([C:29]4[CH:30]=[CH:31][CH:32]=[CH:33][CH:34]=4)[C:35]4[CH:40]=[CH:39][CH:38]=[CH:37][CH:36]=4)[CH:21]=3)=[O:1])[CH:4]=2)[CH:9]=1)=[O:14]. (2) Given the reactants [F:1][C:2]1[CH:3]=[C:4]([C:8]2[CH:16]=[CH:15][C:11]([C:12]([OH:14])=O)=[CH:10][N:9]=2)[CH:5]=[CH:6][CH:7]=1.C(N1C=CN=C1)(N1C=CN=C1)=O.[NH2:29][C@H:30]1[CH2:35][CH2:34][C@H:33]([C:36]([OH:39])([CH3:38])[CH3:37])[CH2:32][CH2:31]1.C(N(CC)CC)C, predict the reaction product. The product is: [F:1][C:2]1[CH:3]=[C:4]([C:8]2[CH:16]=[CH:15][C:11]([C:12]([NH:29][C@H:30]3[CH2:35][CH2:34][C@H:33]([C:36]([OH:39])([CH3:37])[CH3:38])[CH2:32][CH2:31]3)=[O:14])=[CH:10][N:9]=2)[CH:5]=[CH:6][CH:7]=1. (3) Given the reactants C(OC([NH:8][C:9]([CH3:34])([CH3:33])[C:10]([O:12][C:13]1[CH:18]=[C:17]([F:19])[CH:16]=[CH:15][C:14]=1/[CH:20]=[C:21]1\[C:22](=[O:32])[N:23]=[C:24]([N:26]2[CH2:31][CH2:30][CH2:29][CH2:28][NH:27]2)[S:25]\1)=[O:11])=O)(C)(C)C.[ClH:35], predict the reaction product. The product is: [ClH:35].[ClH:35].[NH2:8][C:9]([CH3:34])([CH3:33])[C:10]([O:12][C:13]1[CH:18]=[C:17]([F:19])[CH:16]=[CH:15][C:14]=1/[CH:20]=[C:21]1\[C:22](=[O:32])[N:23]=[C:24]([N:26]2[CH2:31][CH2:30][CH2:29][CH2:28][NH:27]2)[S:25]\1)=[O:11]. (4) Given the reactants [F:1][C:2]1[CH:7]=[CH:6][C:5]([C:8]2[CH:13]=[CH:12][CH:11]=[C:10]([F:14])[CH:9]=2)=[CH:4][C:3]=1[CH2:15][NH:16][C:17]1[CH:18]=[C:19]([CH:27]=[CH:28][CH:29]=1)[O:20][CH2:21][C:22]([O:24]CC)=[O:23].O[Li].O.Cl, predict the reaction product. The product is: [F:1][C:2]1[CH:7]=[CH:6][C:5]([C:8]2[CH:13]=[CH:12][CH:11]=[C:10]([F:14])[CH:9]=2)=[CH:4][C:3]=1[CH2:15][NH:16][C:17]1[CH:18]=[C:19]([CH:27]=[CH:28][CH:29]=1)[O:20][CH2:21][C:22]([OH:24])=[O:23]. (5) The product is: [C:11]1([C:1]2[CH:6]=[CH:5][CH:4]=[CH:3][CH:2]=2)[CH:38]=[CH:37][C:14]([CH2:15][CH2:16][N:17]2[CH2:22][CH2:21][CH:20]([C:23]([C:31]3[CH:36]=[CH:35][CH:34]=[CH:33][CH:32]=3)([C:25]3[CH:30]=[CH:29][CH:28]=[CH:27][CH:26]=3)[OH:24])[CH2:19][CH2:18]2)=[CH:13][CH:12]=1. Given the reactants [C:1]1(B(O)O)[CH:6]=[CH:5][CH:4]=[CH:3][CH:2]=1.Br[C:11]1[CH:38]=[CH:37][C:14]([CH2:15][CH2:16][N:17]2[CH2:22][CH2:21][CH:20]([C:23]([C:31]3[CH:36]=[CH:35][CH:34]=[CH:33][CH:32]=3)([C:25]3[CH:30]=[CH:29][CH:28]=[CH:27][CH:26]=3)[OH:24])[CH2:19][CH2:18]2)=[CH:13][CH:12]=1.C(=O)([O-])[O-].[K+].[K+], predict the reaction product. (6) Given the reactants C(OC([NH:8][C:9]1[S:13][C:12]([C:14]2[C:19]([F:20])=[CH:18][CH:17]=[CH:16][C:15]=2[F:21])=[N:11][C:10]=1[C:22]([NH:24][C:25]1[CH:29]=[N:28][N:27]([CH3:30])[C:26]=1[N:31]1[CH2:37][CH2:36][C:35]([O:39][CH3:40])([CH3:38])[CH:34]([NH:41]C(=O)OC(C)(C)C)[CH2:33][CH2:32]1)=[O:23])=O)(C)(C)C.Cl.O1CCOCC1, predict the reaction product. The product is: [NH2:8][C:9]1[S:13][C:12]([C:14]2[C:19]([F:20])=[CH:18][CH:17]=[CH:16][C:15]=2[F:21])=[N:11][C:10]=1[C:22]([NH:24][C:25]1[CH:29]=[N:28][N:27]([CH3:30])[C:26]=1[N:31]1[CH2:32][CH2:33][CH:34]([NH2:41])[C:35]([O:39][CH3:40])([CH3:38])[CH2:36][CH2:37]1)=[O:23].